From a dataset of CYP2D6 inhibition data for predicting drug metabolism from PubChem BioAssay. Regression/Classification. Given a drug SMILES string, predict its absorption, distribution, metabolism, or excretion properties. Task type varies by dataset: regression for continuous measurements (e.g., permeability, clearance, half-life) or binary classification for categorical outcomes (e.g., BBB penetration, CYP inhibition). Dataset: cyp2d6_veith. (1) The result is 0 (non-inhibitor). The molecule is Cc1ccc(-c2nnc(SCC(=O)NNC(=O)COc3cccc(C)c3)n2C)cc1. (2) The molecule is Cc1nc2cnc(N3CCOCC3)nc2n(C)c1=O. The result is 0 (non-inhibitor). (3) The result is 0 (non-inhibitor). The compound is COc1ccc(Cc2ccccc2C(=O)O)c2ccccc12.